This data is from Full USPTO retrosynthesis dataset with 1.9M reactions from patents (1976-2016). The task is: Predict the reactants needed to synthesize the given product. (1) Given the product [CH2:1]1[CH2:30][O:29][C:3]2([CH2:20][CH2:19][C@:18]34[O:21][C@:5]3([CH2:6][CH2:7][C@@H:8]3[C:17]4=[CH:16][CH2:15][C@@:13]4([CH3:14])[C@H:9]3[CH2:10][CH2:11][C@@:12]4([OH:28])[C:22]#[C:23][CH2:24][O:54][CH:55]3[CH2:60][CH2:59][CH2:58][CH2:57][O:56]3)[CH2:4]2)[O:2]1, predict the reactants needed to synthesize it. The reactants are: [CH2:1]1[CH2:30][O:29][C:3]2([CH2:20][CH2:19][C@:18]34[O:21][C@:5]3([CH2:6][CH2:7][C@@H:8]3[C:17]4=[CH:16][CH2:15][C@@:13]4([CH3:14])[C@H:9]3[CH2:10][CH2:11][C@@:12]4([OH:28])[CH2:22][C:23](F)=[C:24](F)F)[CH2:4]2)[O:2]1.C1COC2(CCC3C4[C@H]([C@H]5[C@@](CC=4)(C)[C@](O)(C#CC[O:54][CH:55]4[CH2:60][CH2:59][CH2:58][CH2:57][O:56]4)CC5)CCC=3C2)O1.OO.FC(F)(F)C(C(F)(F)F)=O. (2) The reactants are: [CH:1]1([C:4](Cl)=[O:5])[CH2:3][CH2:2]1.[NH2:7][C:8]1[CH:31]=[CH:30][C:11]([C:12]([C:14]2[CH:19]=[CH:18][C:17]([NH:20][C:21](=[O:29])[C:22]3[CH:27]=[CH:26][C:25]([F:28])=[CH:24][CH:23]=3)=[CH:16][CH:15]=2)=[O:13])=[CH:10][CH:9]=1.N1C=CC=CC=1. Given the product [CH:1]1([C:4]([NH:7][C:8]2[CH:9]=[CH:10][C:11]([C:12]([C:14]3[CH:15]=[CH:16][C:17]([NH:20][C:21](=[O:29])[C:22]4[CH:27]=[CH:26][C:25]([F:28])=[CH:24][CH:23]=4)=[CH:18][CH:19]=3)=[O:13])=[CH:30][CH:31]=2)=[O:5])[CH2:3][CH2:2]1, predict the reactants needed to synthesize it.